From a dataset of Full USPTO retrosynthesis dataset with 1.9M reactions from patents (1976-2016). Predict the reactants needed to synthesize the given product. (1) Given the product [NH2:8][C@H:12]([CH2:11][OH:10])[CH2:13][CH2:14][C:15]1[CH:20]=[CH:19][C:18]([NH:21][S:22]([C:25]2[C:26]3[CH:27]=[CH:28][N:29]=[CH:30][C:31]=3[CH:32]=[CH:33][CH:34]=2)(=[O:24])=[O:23])=[CH:17][CH:16]=1, predict the reactants needed to synthesize it. The reactants are: C(OC([N:8]1[C@@H:12]([CH2:13][CH2:14][C:15]2[CH:20]=[CH:19][C:18]([NH:21][S:22]([C:25]3[C:26]4[CH:27]=[CH:28][N:29]=[CH:30][C:31]=4[CH:32]=[CH:33][CH:34]=3)(=[O:24])=[O:23])=[CH:17][CH:16]=2)[CH2:11][O:10]C1(C)C)=O)(C)(C)C.O.FC(F)(F)C(O)=O.[OH-].[Na+]. (2) The reactants are: [F:1][C:2]1[CH:21]=[CH:20][C:5]2[C:6]([C:9]3[CH:14]=[CH:13][C:12]([O:15][CH2:16][C@H:17]4[CH2:19][O:18]4)=[CH:11][CH:10]=3)=[N:7][O:8][C:4]=2[CH:3]=1.[C:22]([C:24]1([C:30]2[CH:35]=[CH:34][CH:33]=[CH:32][CH:31]=2)[CH2:29][CH2:28][NH:27][CH2:26][CH2:25]1)#[N:23]. Given the product [F:1][C:2]1[CH:21]=[CH:20][C:5]2[C:6]([C:9]3[CH:10]=[CH:11][C:12]([O:15][CH2:16][C@H:17]([OH:18])[CH2:19][N:27]4[CH2:26][CH2:25][C:24]([C:30]5[CH:35]=[CH:34][CH:33]=[CH:32][CH:31]=5)([C:22]#[N:23])[CH2:29][CH2:28]4)=[CH:13][CH:14]=3)=[N:7][O:8][C:4]=2[CH:3]=1, predict the reactants needed to synthesize it. (3) Given the product [CH:1]1([S:4]([C:7]2[CH:8]=[CH:9][C:10]([CH:13]([C:21]3[NH:25][C:24]([C:26]4[N:31]=[CH:30][C:29]([C:32]([NH2:39])=[O:34])=[CH:28][CH:27]=4)=[CH:23][CH:22]=3)[CH2:14][CH:15]3[CH2:20][CH2:19][O:18][CH2:17][CH2:16]3)=[CH:11][CH:12]=2)(=[O:6])=[O:5])[CH2:3][CH2:2]1, predict the reactants needed to synthesize it. The reactants are: [CH:1]1([S:4]([C:7]2[CH:12]=[CH:11][C:10]([CH:13]([C:21]3[NH:25][C:24]([C:26]4[N:31]=[CH:30][C:29]([C:32]([OH:34])=O)=[CH:28][CH:27]=4)=[CH:23][CH:22]=3)[CH2:14][CH:15]3[CH2:20][CH2:19][O:18][CH2:17][CH2:16]3)=[CH:9][CH:8]=2)(=[O:6])=[O:5])[CH2:3][CH2:2]1.[Cl-].[NH4+].Cl.C[N:39](C)CCCN=C=NCC.ON1C2C=CC=CC=2N=N1.